From a dataset of Full USPTO retrosynthesis dataset with 1.9M reactions from patents (1976-2016). Predict the reactants needed to synthesize the given product. (1) Given the product [CH3:14][O:13][CH2:12][CH2:11][O:10][CH2:9][CH2:8][O:6][CH2:3][C:4]#[CH:5], predict the reactants needed to synthesize it. The reactants are: [H-].[Na+].[CH2:3]([OH:6])[C:4]#[CH:5].Br[CH2:8][CH2:9][O:10][CH2:11][CH2:12][O:13][CH3:14]. (2) Given the product [C:13]([C:12]1[C:2]([N:20]2[CH2:21][C@@H:16]3[CH2:22][C@H:19]2[CH2:18][N:17]3[C:23]([O:25][C:26]([CH3:29])([CH3:28])[CH3:27])=[O:24])=[N:3][C:4]([CH3:15])=[C:5]([C:6]([O:8][CH2:9][CH3:10])=[O:7])[CH:11]=1)#[N:14], predict the reactants needed to synthesize it. The reactants are: Cl[C:2]1[C:12]([C:13]#[N:14])=[CH:11][C:5]([C:6]([O:8][CH2:9][CH3:10])=[O:7])=[C:4]([CH3:15])[N:3]=1.[C@H:16]12[CH2:22][C@H:19]([NH:20][CH2:21]1)[CH2:18][N:17]2[C:23]([O:25][C:26]([CH3:29])([CH3:28])[CH3:27])=[O:24].CCN(C(C)C)C(C)C. (3) Given the product [C:35]([N:2]1[CH2:7][CH2:6][CH:5]([NH:8][C:9]([C:11]2[C:15]3[N:16]=[CH:17][N:18]=[C:19]([C:20]4[C:28]5[O:27][CH2:26][O:25][C:24]=5[CH:23]=[CH:22][C:21]=4[O:29][CH2:30][CH:31]4[CH2:32][CH2:33][CH2:34]4)[C:14]=3[NH:13][CH:12]=2)=[O:10])[CH2:4][CH2:3]1)(=[O:37])[CH3:36], predict the reactants needed to synthesize it. The reactants are: Cl.[NH:2]1[CH2:7][CH2:6][CH:5]([NH:8][C:9]([C:11]2[C:15]3[N:16]=[CH:17][N:18]=[C:19]([C:20]4[C:28]5[O:27][CH2:26][O:25][C:24]=5[CH:23]=[CH:22][C:21]=4[O:29][CH2:30][CH:31]4[CH2:34][CH2:33][CH2:32]4)[C:14]=3[NH:13][CH:12]=2)=[O:10])[CH2:4][CH2:3]1.[C:35](Cl)(=[O:37])[CH3:36]. (4) Given the product [S:27]1[CH2:26][CH:25]=[C:24]([C:22]2[S:23][C:19]([C:4]3[CH:5]=[C:6]([NH:8][C:9]4[N:14]=[C:13]([C:15]([F:16])([F:17])[F:18])[CH:12]=[CH:11][N:10]=4)[CH:7]=[C:2]([CH3:1])[CH:3]=3)=[CH:20][N:21]=2)[CH2:29][CH2:28]1, predict the reactants needed to synthesize it. The reactants are: [CH3:1][C:2]1[CH:3]=[C:4]([C:19]2[S:23][C:22]([C:24]3(O)[CH2:29][CH2:28][S:27][CH2:26][CH2:25]3)=[N:21][CH:20]=2)[CH:5]=[C:6]([NH:8][C:9]2[N:14]=[C:13]([C:15]([F:18])([F:17])[F:16])[CH:12]=[CH:11][N:10]=2)[CH:7]=1.CS(O)(=O)=O.O=P12OP3(OP(OP(O3)(O1)=O)(=O)O2)=O. (5) Given the product [NH2:23][C:18]1[CH:19]=[N:20][N:21]([CH3:22])[C:17]=1[N:5]1[CH2:4][CH:3]([O:2][CH3:1])[CH2:9][N:8]([C:10]([O:12][C:13]([CH3:15])([CH3:14])[CH3:16])=[O:11])[CH2:7][CH2:6]1, predict the reactants needed to synthesize it. The reactants are: [CH3:1][O:2][CH:3]1[CH2:9][N:8]([C:10]([O:12][C:13]([CH3:16])([CH3:15])[CH3:14])=[O:11])[CH2:7][CH2:6][N:5]([C:17]2[N:21]([CH3:22])[N:20]=[CH:19][C:18]=2[N+:23]([O-])=O)[CH2:4]1. (6) Given the product [Br:17][C:18]1[CH:19]=[CH:20][C:21]([F:29])=[C:22]2[C:26]=1[N:25]([CH3:27])[N:24]=[C:23]2[NH:28][S:12]([CH3:15])(=[O:14])=[O:13], predict the reactants needed to synthesize it. The reactants are: BrC1C=CC(Cl)=C2C=1NN=C2N[S:12]([CH3:15])(=[O:14])=[O:13].[Br:17][C:18]1[CH:19]=[CH:20][C:21]([F:29])=[C:22]2[C:26]=1[N:25]([CH3:27])[N:24]=[C:23]2[NH2:28]. (7) Given the product [CH3:1][C:2]1([CH3:8])[O:7][CH2:6][CH2:5][N:4]([CH2:9][CH2:10][OH:11])[CH2:3]1, predict the reactants needed to synthesize it. The reactants are: [CH3:1][C:2]1([CH3:8])[O:7][CH2:6][CH2:5][NH:4][CH2:3]1.[CH:9](=O)[CH2:10][OH:11].[BH-](OC(C)=O)(OC(C)=O)OC(C)=O.[Na+]. (8) Given the product [C:1]1([C:12]2[CH:17]=[CH:16][CH:15]=[CH:14][CH:13]=2)[CH:6]=[CH:5][C:4]([C:7]2([C:10]([OH:22])=[O:18])[CH2:9][CH2:8]2)=[CH:3][CH:2]=1, predict the reactants needed to synthesize it. The reactants are: [C:1]1([C:12]2[CH:17]=[CH:16][CH:15]=[CH:14][CH:13]=2)[CH:6]=[CH:5][C:4]([C:7]2([C:10]#N)[CH2:9][CH2:8]2)=[CH:3][CH:2]=1.[OH-:18].[K+].C(O)C[OH:22].